Dataset: Full USPTO retrosynthesis dataset with 1.9M reactions from patents (1976-2016). Task: Predict the reactants needed to synthesize the given product. (1) Given the product [F:28][C:29]1[CH:30]=[C:31]([NH:32][C:10](=[O:12])[CH2:9][CH2:8][CH2:7][C:1]2[CH:2]=[CH:3][CH:4]=[CH:5][CH:6]=2)[CH:33]=[CH:34][C:35]=1[O:36][C:37]1[CH:42]=[CH:41][N:40]=[C:39]2[CH:43]=[CH:44][S:45][C:38]=12, predict the reactants needed to synthesize it. The reactants are: [C:1]1([CH2:7][CH2:8][CH2:9][C:10]([OH:12])=O)[CH:6]=[CH:5][CH:4]=[CH:3][CH:2]=1.CN1CCOCC1.ClC(OCC(C)C)=O.[F:28][C:29]1[CH:30]=[C:31]([CH:33]=[CH:34][C:35]=1[O:36][C:37]1[CH:42]=[CH:41][N:40]=[C:39]2[CH:43]=[CH:44][S:45][C:38]=12)[NH2:32]. (2) Given the product [CH3:13][C:3]1([C:8]([O:10][CH3:11])=[O:9])[C:2](=[O:1])[CH2:7][CH2:6][O:5][CH2:4]1, predict the reactants needed to synthesize it. The reactants are: [O:1]=[C:2]1[CH2:7][CH2:6][O:5][CH2:4][CH:3]1[C:8]([O:10][CH3:11])=[O:9].O[C:13]1CCOCC=1C(OC)=O.[H-].[Na+].IC.